From a dataset of NCI-60 drug combinations with 297,098 pairs across 59 cell lines. Regression. Given two drug SMILES strings and cell line genomic features, predict the synergy score measuring deviation from expected non-interaction effect. (1) Drug 1: C1CN1C2=NC(=NC(=N2)N3CC3)N4CC4. Drug 2: COC1=CC(=CC(=C1O)OC)C2C3C(COC3=O)C(C4=CC5=C(C=C24)OCO5)OC6C(C(C7C(O6)COC(O7)C8=CC=CS8)O)O. Cell line: OVCAR-8. Synergy scores: CSS=66.3, Synergy_ZIP=-3.08, Synergy_Bliss=-3.51, Synergy_Loewe=-3.19, Synergy_HSA=1.56. (2) Synergy scores: CSS=44.2, Synergy_ZIP=-6.20, Synergy_Bliss=-5.33, Synergy_Loewe=-3.10, Synergy_HSA=-2.19. Drug 1: CC1=C(N=C(N=C1N)C(CC(=O)N)NCC(C(=O)N)N)C(=O)NC(C(C2=CN=CN2)OC3C(C(C(C(O3)CO)O)O)OC4C(C(C(C(O4)CO)O)OC(=O)N)O)C(=O)NC(C)C(C(C)C(=O)NC(C(C)O)C(=O)NCCC5=NC(=CS5)C6=NC(=CS6)C(=O)NCCC[S+](C)C)O. Cell line: M14. Drug 2: CC1C(C(CC(O1)OC2CC(CC3=C2C(=C4C(=C3O)C(=O)C5=CC=CC=C5C4=O)O)(C(=O)C)O)N)O. (3) Drug 1: CCC1(CC2CC(C3=C(CCN(C2)C1)C4=CC=CC=C4N3)(C5=C(C=C6C(=C5)C78CCN9C7C(C=CC9)(C(C(C8N6C)(C(=O)OC)O)OC(=O)C)CC)OC)C(=O)OC)O.OS(=O)(=O)O. Drug 2: CS(=O)(=O)OCCCCOS(=O)(=O)C. Cell line: U251. Synergy scores: CSS=-1.92, Synergy_ZIP=13.7, Synergy_Bliss=29.6, Synergy_Loewe=-5.18, Synergy_HSA=4.94. (4) Drug 1: C1=CN(C(=O)N=C1N)C2C(C(C(O2)CO)O)O.Cl. Drug 2: CCCCC(=O)OCC(=O)C1(CC(C2=C(C1)C(=C3C(=C2O)C(=O)C4=C(C3=O)C=CC=C4OC)O)OC5CC(C(C(O5)C)O)NC(=O)C(F)(F)F)O. Cell line: UACC62. Synergy scores: CSS=53.9, Synergy_ZIP=-7.30, Synergy_Bliss=-7.56, Synergy_Loewe=-8.69, Synergy_HSA=-4.83. (5) Cell line: A549. Drug 2: COC1=NC(=NC2=C1N=CN2C3C(C(C(O3)CO)O)O)N. Synergy scores: CSS=-9.12, Synergy_ZIP=3.48, Synergy_Bliss=-2.06, Synergy_Loewe=-5.49, Synergy_HSA=-7.29. Drug 1: C1CCN(CC1)CCOC2=CC=C(C=C2)C(=O)C3=C(SC4=C3C=CC(=C4)O)C5=CC=C(C=C5)O. (6) Drug 1: CCC1=C2CN3C(=CC4=C(C3=O)COC(=O)C4(CC)O)C2=NC5=C1C=C(C=C5)O. Drug 2: CC12CCC3C(C1CCC2O)C(CC4=C3C=CC(=C4)O)CCCCCCCCCS(=O)CCCC(C(F)(F)F)(F)F. Cell line: ACHN. Synergy scores: CSS=61.6, Synergy_ZIP=-1.32, Synergy_Bliss=-2.95, Synergy_Loewe=-45.4, Synergy_HSA=-3.85.